From a dataset of Full USPTO retrosynthesis dataset with 1.9M reactions from patents (1976-2016). Predict the reactants needed to synthesize the given product. (1) Given the product [CH3:23][CH:24]([CH3:28])[CH2:25][CH2:26][NH:27][CH2:1][C:3]1[C:12]2[C:7](=[CH:8][CH:9]=[CH:10][CH:11]=2)[C:6]([O:13][C:14]2[CH:22]=[CH:21][C:17]([C:18]([NH2:20])=[O:19])=[CH:16][N:15]=2)=[CH:5][N:4]=1, predict the reactants needed to synthesize it. The reactants are: [CH:1]([C:3]1[C:12]2[C:7](=[CH:8][CH:9]=[CH:10][CH:11]=2)[C:6]([O:13][C:14]2[CH:22]=[CH:21][C:17]([C:18]([NH2:20])=[O:19])=[CH:16][N:15]=2)=[CH:5][N:4]=1)=O.[CH3:23][CH:24]([CH3:28])[CH2:25][CH2:26][NH2:27].[BH-](OC(C)=O)(OC(C)=O)OC(C)=O.[Na+].C(O)(=O)C.C([O-])(O)=O.[Na+]. (2) Given the product [Cl:1][C:2]1[CH:7]=[CH:6][N:5]2[N:8]=[CH:9][C:10]([C:11]([NH:26][C:25]3[C:21]([C:17]4[CH:18]=[CH:19][CH:20]=[C:15]([Cl:14])[CH:16]=4)=[N:22][N:23]([CH3:27])[CH:24]=3)=[O:12])=[C:4]2[N:3]=1, predict the reactants needed to synthesize it. The reactants are: [Cl:1][C:2]1[CH:7]=[CH:6][N:5]2[N:8]=[CH:9][C:10]([C:11](Cl)=[O:12])=[C:4]2[N:3]=1.[Cl:14][C:15]1[CH:16]=[C:17]([C:21]2[C:25]([NH2:26])=[CH:24][N:23]([CH3:27])[N:22]=2)[CH:18]=[CH:19][CH:20]=1.C(N(CC)CC)C.